From a dataset of Full USPTO retrosynthesis dataset with 1.9M reactions from patents (1976-2016). Predict the reactants needed to synthesize the given product. (1) Given the product [Cl:1][C:2]1[CH:3]=[N+:4]([O-:37])[CH:5]=[C:6]([Cl:36])[C:7]=1[CH2:8][C@@H:9]([C:25]1[CH:30]=[CH:29][C:28]([O:31][CH:32]([F:34])[F:33])=[C:27]([O:35][CH:55]2[CH2:59][CH2:58][O:57][CH2:56]2)[CH:26]=1)[O:10][C:11](=[O:24])[CH2:12][N:13]1[C:21](=[O:22])[C:20]2[C:15](=[CH:16][CH:17]=[CH:18][CH:19]=2)[C:14]1=[O:23], predict the reactants needed to synthesize it. The reactants are: [Cl:1][C:2]1[CH:3]=[N+:4]([O-:37])[CH:5]=[C:6]([Cl:36])[C:7]=1[CH2:8][C@@H:9]([C:25]1[CH:30]=[CH:29][C:28]([O:31][CH:32]([F:34])[F:33])=[C:27]([OH:35])[CH:26]=1)[O:10][C:11](=[O:24])[CH2:12][N:13]1[C:21](=[O:22])[C:20]2[C:15](=[CH:16][CH:17]=[CH:18][CH:19]=2)[C:14]1=[O:23].C(=O)([O-])[O-].[K+].[K+].CC1C=CC(S(O[CH:55]2[CH2:59][CH2:58][O:57][CH2:56]2)(=O)=O)=CC=1.O. (2) Given the product [CH2:32]([O:34][C:35]([C:37]1([C:40]2[CH:45]=[CH:44][C:43]([C:22]3[CH:23]=[CH:24][C:19]([C:18]4[O:17][N:16]=[C:15]([CH3:28])[C:14]=4[NH:13][C:12]([O:11][C@@H:9]([C:5]4[CH:6]=[CH:7][CH:8]=[C:3]([C:2]([F:31])([F:30])[F:1])[CH:4]=4)[CH3:10])=[O:29])=[C:20]([O:26][CH3:27])[CH:21]=3)=[CH:42][CH:41]=2)[CH2:38][CH2:39]1)=[O:36])[CH3:33], predict the reactants needed to synthesize it. The reactants are: [F:1][C:2]([F:31])([F:30])[C:3]1[CH:4]=[C:5]([C@H:9]([O:11][C:12](=[O:29])[NH:13][C:14]2[C:15]([CH3:28])=[N:16][O:17][C:18]=2[C:19]2[CH:24]=[CH:23][C:22](Br)=[CH:21][C:20]=2[O:26][CH3:27])[CH3:10])[CH:6]=[CH:7][CH:8]=1.[CH2:32]([O:34][C:35]([C:37]1([C:40]2[CH:45]=[CH:44][C:43](B3OC(C)(C)C(C)(C)O3)=[CH:42][CH:41]=2)[CH2:39][CH2:38]1)=[O:36])[CH3:33].